This data is from Full USPTO retrosynthesis dataset with 1.9M reactions from patents (1976-2016). The task is: Predict the reactants needed to synthesize the given product. (1) Given the product [CH:20]1([CH2:19][NH:18][C:9]2[CH:10]=[C:11]([C:14]([F:17])([F:16])[F:15])[CH:12]=[CH:13][C:8]=2[C:4]2[N:5]=[CH:6][N:7]=[C:2]([NH:25][C:26]3[CH:34]=[CH:33][CH:32]=[C:31]4[C:27]=3[CH2:28][CH:29]([OH:35])[CH2:30]4)[CH:3]=2)[CH2:24][CH2:23][CH2:22][CH2:21]1, predict the reactants needed to synthesize it. The reactants are: Cl[C:2]1[N:7]=[CH:6][N:5]=[C:4]([C:8]2[CH:13]=[CH:12][C:11]([C:14]([F:17])([F:16])[F:15])=[CH:10][C:9]=2[NH:18][CH2:19][CH:20]2[CH2:24][CH2:23][CH2:22][CH2:21]2)[CH:3]=1.[NH2:25][C:26]1[CH:34]=[CH:33][CH:32]=[C:31]2[C:27]=1[CH2:28][CH:29]([OH:35])[CH2:30]2. (2) The reactants are: OC(C(F)(F)F)=O.[CH:8]([N:11]1[C:15]([C:16]2[S:17][C:18]3[CH2:19][CH2:20][O:21][C:22]4[CH:29]=[C:28]([CH:30]5[CH2:35][CH2:34][NH:33][CH2:32][CH2:31]5)[CH:27]=[CH:26][C:23]=4[C:24]=3[N:25]=2)=[N:14][CH:13]=[N:12]1)([CH3:10])[CH3:9].C(=O)([O-])[O-].[K+].[K+].[C:42]([NH:46][C:47](=[O:50])[CH2:48]Cl)([CH3:45])([CH3:44])[CH3:43]. Given the product [C:42]([NH:46][C:47](=[O:50])[CH2:48][N:33]1[CH2:34][CH2:35][CH:30]([C:28]2[CH:27]=[CH:26][C:23]3[C:24]4[N:25]=[C:16]([C:15]5[N:11]([CH:8]([CH3:10])[CH3:9])[N:12]=[CH:13][N:14]=5)[S:17][C:18]=4[CH2:19][CH2:20][O:21][C:22]=3[CH:29]=2)[CH2:31][CH2:32]1)([CH3:45])([CH3:44])[CH3:43], predict the reactants needed to synthesize it. (3) The reactants are: [NH2:1][C:2]1[CH:14]=[C:13]([C:15]2[CH:20]=[CH:19][CH:18]=[CH:17][CH:16]=2)[CH:12]=[CH:11][C:3]=1[C:4]([O:6][C:7]([CH3:10])([CH3:9])[CH3:8])=[O:5].C1(P(C2C=CC=CC=2)C2C=CC3C(=CC=CC=3)C=2C2C3C(=CC=CC=3)C=CC=2P(C2C=CC=CC=2)C2C=CC=CC=2)C=CC=CC=1.C(=O)([O-])[O-].[Cs+].[Cs+].I[C:74]1[CH:83]=[CH:82][C:77]2[O:78][CH2:79][CH2:80][O:81][C:76]=2[CH:75]=1. Given the product [O:78]1[C:77]2[CH:82]=[CH:83][C:74]([NH:1][C:2]3[CH:14]=[C:13]([C:15]4[CH:16]=[CH:17][CH:18]=[CH:19][CH:20]=4)[CH:12]=[CH:11][C:3]=3[C:4]([O:6][C:7]([CH3:10])([CH3:9])[CH3:8])=[O:5])=[CH:75][C:76]=2[O:81][CH2:80][CH2:79]1, predict the reactants needed to synthesize it. (4) Given the product [F:48][C:49]([F:54])([F:53])[C:50]([OH:52])=[O:51].[F:48][C:49]([F:54])([F:53])[C:50]([OH:52])=[O:51].[F:48][C:49]([F:54])([F:53])[C:50]([OH:52])=[O:51].[C:1]([O:5][C:6](=[O:47])[C:7]1[CH:12]=[C:11]([C:13]2[CH:18]=[C:17]([S:19][CH2:20][CH2:21][NH:22][C:23](=[O:43])[CH:24]([NH2:35])[CH2:25][CH2:26][NH2:27])[N:16]=[C:15]([NH2:44])[N:14]=2)[C:10]([CH3:45])=[CH:9][C:8]=1[CH3:46])([CH3:3])([CH3:2])[CH3:4], predict the reactants needed to synthesize it. The reactants are: [C:1]([O:5][C:6](=[O:47])[C:7]1[CH:12]=[C:11]([C:13]2[CH:18]=[C:17]([S:19][CH2:20][CH2:21][NH:22][C:23](=[O:43])[CH:24]([NH:35]C(OC(C)(C)C)=O)[CH2:25][CH2:26][NH:27]C(OC(C)(C)C)=O)[N:16]=[C:15]([NH2:44])[N:14]=2)[C:10]([CH3:45])=[CH:9][C:8]=1[CH3:46])([CH3:4])([CH3:3])[CH3:2].[F:48][C:49]([F:54])([F:53])[C:50]([OH:52])=[O:51]. (5) Given the product [CH3:22][C:21]1[S:20][C:19]2[CH:23]=[CH:24][CH:25]=[CH:26][C:18]=2[C:17]=1[S:16][C:11]1[CH:12]=[CH:13][CH:14]=[CH:15][C:10]=1[CH2:9][OH:8], predict the reactants needed to synthesize it. The reactants are: [H-].[Al+3].[Li+].[H-].[H-].[H-].C[O:8][C:9](=O)[C:10]1[CH:15]=[CH:14][CH:13]=[CH:12][C:11]=1[S:16][C:17]1[C:18]2[CH:26]=[CH:25][CH:24]=[CH:23][C:19]=2[S:20][C:21]=1[CH3:22]. (6) Given the product [NH:18]([C:1]([O:3][CH2:4][CH:5]1[C:17]2[C:12](=[CH:13][CH:14]=[CH:15][CH:16]=2)[C:11]2[C:6]1=[CH:7][CH:8]=[CH:9][CH:10]=2)=[O:2])[C@H:60]([C:61]([OH:63])=[O:62])[CH2:28][OH:32], predict the reactants needed to synthesize it. The reactants are: [C:1]([NH-:18])([O:3][CH2:4][CH:5]1[C:17]2[C:12](=[CH:13][CH:14]=[CH:15][CH:16]=2)[C:11]2[C:6]1=[CH:7][CH:8]=[CH:9][CH:10]=2)=[O:2].N1CCNCC1.CN([C:28]([O:32]N1N=NC2C=CC=CC1=2)=[N+](C)C)C.F[P-](F)(F)(F)(F)F.C1C=CC2N(O)N=NC=2C=1.N(C(OC(C)(C)C)=O)[CH2:60][C:61]([OH:63])=[O:62].C1CCC(N=C=NC2CCCCC2)CC1.C1C=CC2N(O)N=NC=2C=1. (7) Given the product [CH2:34]([O:36][C:37]([C:39]1([CH2:44][C:45]2[CH:46]=[N:47][C:48]([CH2:21][CH2:20][CH2:19][C:22]3[N:23]=[C:24]([C:28]4[CH:33]=[CH:32][CH:31]=[CH:30][CH:29]=4)[O:25][C:26]=3[CH3:27])=[CH:49][CH:50]=2)[CH2:43][CH2:42][CH2:41][O:40]1)=[O:38])[CH3:35], predict the reactants needed to synthesize it. The reactants are: C1(C2CCCCCCCC2)BCCCCCCC1.[CH2:19]([C:22]1[N:23]=[C:24]([C:28]2[CH:33]=[CH:32][CH:31]=[CH:30][CH:29]=2)[O:25][C:26]=1[CH3:27])[CH:20]=[CH2:21].[CH2:34]([O:36][C:37]([C:39]1([CH2:44][C:45]2[CH:46]=[N:47][C:48](Br)=[CH:49][CH:50]=2)[CH2:43][CH2:42][CH2:41][O:40]1)=[O:38])[CH3:35].C(=O)([O-])[O-].[Cs+].[Cs+].C1([As](C2C=CC=CC=2)C2C=CC=CC=2)C=CC=CC=1.